This data is from Aqueous solubility values for 9,982 compounds from the AqSolDB database. The task is: Regression/Classification. Given a drug SMILES string, predict its absorption, distribution, metabolism, or excretion properties. Task type varies by dataset: regression for continuous measurements (e.g., permeability, clearance, half-life) or binary classification for categorical outcomes (e.g., BBB penetration, CYP inhibition). For this dataset (solubility_aqsoldb), we predict Y. The drug is O=S(=O)(F)C(F)(F)C(F)(F)C(F)(F)C(F)(F)F. The Y is -6.04 log mol/L.